The task is: Predict the reactants needed to synthesize the given product.. This data is from Full USPTO retrosynthesis dataset with 1.9M reactions from patents (1976-2016). (1) Given the product [Cl:13][C:8]1[CH:7]=[C:6]([CH3:14])[C:5]2[C:10](=[CH:11][CH:12]=[C:3]([CH2:2][OH:15])[CH:4]=2)[N:9]=1, predict the reactants needed to synthesize it. The reactants are: Br[CH2:2][C:3]1[CH:4]=[C:5]2[C:10](=[CH:11][CH:12]=1)[N:9]=[C:8]([Cl:13])[CH:7]=[C:6]2[CH3:14].[OH-:15].[Na+]. (2) The reactants are: [N+:1]([C:4]1[CH:5]=[C:6]2[C:10](=[CH:11][CH:12]=1)[NH:9][N:8]=[CH:7]2)([O-:3])=[O:2].C(=O)([O-])[O-].[K+].[K+].Cl.Cl[CH2:21][CH2:22][N:23]1[CH2:28][CH2:27][CH2:26][CH2:25][CH2:24]1. Given the product [N+:1]([C:4]1[CH:12]=[CH:11][C:10]2[C:6](=[CH:7][N:8]([CH2:21][CH2:22][N:23]3[CH2:28][CH2:27][CH2:26][CH2:25][CH2:24]3)[N:9]=2)[CH:5]=1)([O-:3])=[O:2], predict the reactants needed to synthesize it.